This data is from Reaction yield outcomes from USPTO patents with 853,638 reactions. The task is: Predict the reaction yield, written as a fraction of the theoretical maximum amount of product (1.0 means a 100% yield; for example, 0.34 means a 34% yield). The reactants are [OH:1][CH:2]1[C:11]2[C:6](=[CH:7][CH:8]=[CH:9][CH:10]=2)[CH2:5][CH2:4][CH:3]1[CH2:12][CH2:13][OH:14]. The catalyst is C(Cl)Cl. The product is [OH:14][CH2:13][CH2:12][CH:3]1[CH2:4][CH2:5][C:6]2[C:11](=[CH:10][CH:9]=[CH:8][CH:7]=2)[C:2]1=[O:1]. The yield is 0.674.